Predict the reactants needed to synthesize the given product. From a dataset of Full USPTO retrosynthesis dataset with 1.9M reactions from patents (1976-2016). (1) Given the product [CH2:7]([O:9][C:10]([C:12]1[C:21]2[C:16](=[CH:17][CH:18]=[CH:19][CH:20]=2)[N:15]=[C:14]([C:22]([OH:23])=[O:2])[CH:13]=1)=[O:11])[CH3:8], predict the reactants needed to synthesize it. The reactants are: I([O-])(=O)(=O)=[O:2].[Na+].[CH2:7]([O:9][C:10]([C:12]1[C:21]2[C:16](=[CH:17][CH:18]=[CH:19][CH:20]=2)[N:15]=[C:14]([C:22]2[O:23]C=CC=2)[CH:13]=1)=[O:11])[CH3:8]. (2) Given the product [N:1]1([C:4]2[CH:5]=[CH:6][C:7]([F:10])=[N:8][CH:9]=2)[CH:12]=[CH:11][N:3]=[N:2]1, predict the reactants needed to synthesize it. The reactants are: [N:1]([C:4]1[CH:5]=[CH:6][C:7]([F:10])=[N:8][CH:9]=1)=[N+:2]=[N-:3].[C:11](OC=C)(=O)[CH3:12]. (3) Given the product [Cl:1][C:2]1[C:13]2=[C:14]3[C:9](=[CH:10][CH:11]=[CH:12]2)[C:8](=[O:15])[NH:7][C:6](=[O:16])[N:5]3[CH2:4][C:3]=1[CH2:17][Cl:21], predict the reactants needed to synthesize it. The reactants are: [Cl:1][C:2]1[C:13]2=[C:14]3[C:9](=[CH:10][CH:11]=[CH:12]2)[C:8](=[O:15])[NH:7][C:6](=[O:16])[N:5]3[CH2:4][C:3]=1[CH2:17]O.S(Cl)([Cl:21])=O. (4) Given the product [C:22]([C:19]1[CH:18]=[CH:17][C:16]([NH:15][CH2:14][CH2:13][CH2:12][N:30]2[CH2:29][CH:28]3[CH2:24][N:25]([C:32]([O:34][C:35]([CH3:38])([CH3:37])[CH3:36])=[O:33])[CH2:26][CH:27]3[CH2:31]2)=[CH:21][CH:20]=1)#[N:23], predict the reactants needed to synthesize it. The reactants are: CC1C=CC(S(O[CH2:12][CH2:13][CH2:14][NH:15][C:16]2[CH:21]=[CH:20][C:19]([C:22]#[N:23])=[CH:18][CH:17]=2)(=O)=O)=CC=1.[CH2:24]1[CH:28]2[CH2:29][NH:30][CH2:31][CH:27]2[CH2:26][N:25]1[C:32]([O:34][C:35]([CH3:38])([CH3:37])[CH3:36])=[O:33].C([O-])([O-])=O.[K+].[K+]. (5) Given the product [Cl:1][C:2]1[CH:7]=[CH:6][C:5]([C:8]([C:10]2[CH:11]=[N:12][C:13]([NH:21][CH3:20])=[CH:14][CH:15]=2)=[O:9])=[CH:4][CH:3]=1, predict the reactants needed to synthesize it. The reactants are: [Cl:1][C:2]1[CH:7]=[CH:6][C:5]([C:8]([C:10]2[CH:11]=[N:12][C:13](Cl)=[CH:14][CH:15]=2)=[O:9])=[CH:4][CH:3]=1.CN.C[CH2:20][N:21](CC)CC. (6) Given the product [CH3:9][C:10]1([C:16]([O:18][CH3:19])=[O:17])[CH2:14][C:13](=[O:15])[NH:12][CH2:11]1, predict the reactants needed to synthesize it. The reactants are: C(O[CH2:9][C:10]1([C:16]([O:18][CH3:19])=[O:17])[CH2:14][C:13](=[O:15])[NH:12][CH2:11]1)C1C=CC=CC=1.CI. (7) The reactants are: Cl[C:2]1[C:3]2[C:10]([CH3:11])=[CH:9][S:8][C:4]=2[N:5]=[CH:6][N:7]=1.[F:12][C:13]1[CH:14]=[C:15]([NH:20][C:21]([NH:23][C:24](=[O:33])[CH2:25][C:26]2[CH:31]=[CH:30][C:29]([F:32])=[CH:28][CH:27]=2)=[S:22])[CH:16]=[CH:17][C:18]=1[OH:19]. Given the product [F:12][C:13]1[CH:14]=[C:15]([NH:20][C:21]([NH:23][C:24](=[O:33])[CH2:25][C:26]2[CH:27]=[CH:28][C:29]([F:32])=[CH:30][CH:31]=2)=[S:22])[CH:16]=[CH:17][C:18]=1[O:19][C:2]1[CH:3]2[C:10]([CH3:11])=[CH:9][S:8][CH:4]2[N:5]=[CH:6][N:7]=1, predict the reactants needed to synthesize it. (8) Given the product [Cl:24][C:25]1[CH:30]=[CH:29][C:28]([C:31]#[C:32][CH2:33][O:18][C:15]2[CH:16]=[CH:17][C:12]([CH2:11][NH:10][C:8](=[O:9])[C@@H:7]([NH:6][S:3]([CH2:1][CH3:2])(=[O:4])=[O:5])[CH:21]([CH3:22])[CH3:23])=[CH:13][C:14]=2[O:19][CH3:20])=[CH:27][CH:26]=1, predict the reactants needed to synthesize it. The reactants are: [CH2:1]([S:3]([NH:6][C@@H:7]([CH:21]([CH3:23])[CH3:22])[C:8]([NH:10][CH2:11][C:12]1[CH:17]=[CH:16][C:15]([OH:18])=[C:14]([O:19][CH3:20])[CH:13]=1)=[O:9])(=[O:5])=[O:4])[CH3:2].[Cl:24][C:25]1[CH:30]=[CH:29][C:28]([C:31]#[C:32][CH2:33]OS(C2C=CC(C)=CC=2)(=O)=O)=[CH:27][CH:26]=1.C[O-].[Na+].O.